This data is from Full USPTO retrosynthesis dataset with 1.9M reactions from patents (1976-2016). The task is: Predict the reactants needed to synthesize the given product. Given the product [OH:16][CH:9]([C:6]1[CH:5]=[CH:4][C:3]([O:2][CH3:1])=[CH:8][CH:7]=1)[CH2:10][C:11]([O:13][CH2:14][CH3:15])=[O:12], predict the reactants needed to synthesize it. The reactants are: [CH3:1][O:2][C:3]1[CH:8]=[CH:7][C:6]([C:9](=[O:16])[CH2:10][C:11]([O:13][CH2:14][CH3:15])=[O:12])=[CH:5][CH:4]=1.[BH4-].[Na+].